Dataset: NCI-60 drug combinations with 297,098 pairs across 59 cell lines. Task: Regression. Given two drug SMILES strings and cell line genomic features, predict the synergy score measuring deviation from expected non-interaction effect. (1) Drug 1: C1=CC(=C2C(=C1NCCNCCO)C(=O)C3=C(C=CC(=C3C2=O)O)O)NCCNCCO. Drug 2: CC(CN1CC(=O)NC(=O)C1)N2CC(=O)NC(=O)C2. Cell line: OVCAR-8. Synergy scores: CSS=42.6, Synergy_ZIP=-1.03, Synergy_Bliss=-2.21, Synergy_Loewe=-1.33, Synergy_HSA=2.14. (2) Drug 1: CC12CCC3C(C1CCC2=O)CC(=C)C4=CC(=O)C=CC34C. Drug 2: C1=C(C(=O)NC(=O)N1)F. Cell line: NCI-H322M. Synergy scores: CSS=41.2, Synergy_ZIP=0.153, Synergy_Bliss=0.428, Synergy_Loewe=3.32, Synergy_HSA=4.33. (3) Drug 1: C1=C(C(=O)NC(=O)N1)N(CCCl)CCCl. Drug 2: CC1=CC=C(C=C1)C2=CC(=NN2C3=CC=C(C=C3)S(=O)(=O)N)C(F)(F)F. Cell line: SN12C. Synergy scores: CSS=40.4, Synergy_ZIP=1.37, Synergy_Bliss=2.43, Synergy_Loewe=-1.85, Synergy_HSA=2.86. (4) Drug 1: CCCS(=O)(=O)NC1=C(C(=C(C=C1)F)C(=O)C2=CNC3=C2C=C(C=N3)C4=CC=C(C=C4)Cl)F. Drug 2: CS(=O)(=O)C1=CC(=C(C=C1)C(=O)NC2=CC(=C(C=C2)Cl)C3=CC=CC=N3)Cl. Cell line: T-47D. Synergy scores: CSS=6.94, Synergy_ZIP=-2.81, Synergy_Bliss=3.44, Synergy_Loewe=-1.88, Synergy_HSA=1.63. (5) Cell line: HCC-2998. Drug 1: CN1CCC(CC1)COC2=C(C=C3C(=C2)N=CN=C3NC4=C(C=C(C=C4)Br)F)OC. Synergy scores: CSS=6.42, Synergy_ZIP=1.09, Synergy_Bliss=3.16, Synergy_Loewe=0.506, Synergy_HSA=2.06. Drug 2: CCCCC(=O)OCC(=O)C1(CC(C2=C(C1)C(=C3C(=C2O)C(=O)C4=C(C3=O)C=CC=C4OC)O)OC5CC(C(C(O5)C)O)NC(=O)C(F)(F)F)O. (6) Drug 1: CCCCC(=O)OCC(=O)C1(CC(C2=C(C1)C(=C3C(=C2O)C(=O)C4=C(C3=O)C=CC=C4OC)O)OC5CC(C(C(O5)C)O)NC(=O)C(F)(F)F)O. Drug 2: C1CN(P(=O)(OC1)NCCCl)CCCl. Cell line: TK-10. Synergy scores: CSS=48.3, Synergy_ZIP=5.44, Synergy_Bliss=3.77, Synergy_Loewe=-24.7, Synergy_HSA=3.95. (7) Drug 1: CC1=C(C=C(C=C1)NC(=O)C2=CC=C(C=C2)CN3CCN(CC3)C)NC4=NC=CC(=N4)C5=CN=CC=C5. Drug 2: C1CN(CCN1C(=O)CCBr)C(=O)CCBr. Cell line: SK-MEL-28. Synergy scores: CSS=8.95, Synergy_ZIP=-3.20, Synergy_Bliss=2.89, Synergy_Loewe=-1.13, Synergy_HSA=0.932. (8) Drug 1: COC1=C(C=C2C(=C1)N=CN=C2NC3=CC(=C(C=C3)F)Cl)OCCCN4CCOCC4. Drug 2: CC12CCC3C(C1CCC2O)C(CC4=C3C=CC(=C4)O)CCCCCCCCCS(=O)CCCC(C(F)(F)F)(F)F. Cell line: HCT-15. Synergy scores: CSS=29.6, Synergy_ZIP=-10.6, Synergy_Bliss=-4.95, Synergy_Loewe=-4.15, Synergy_HSA=-3.30. (9) Drug 1: CN(C)C1=NC(=NC(=N1)N(C)C)N(C)C. Drug 2: C1CN(P(=O)(OC1)NCCCl)CCCl. Cell line: A498. Synergy scores: CSS=-1.96, Synergy_ZIP=2.68, Synergy_Bliss=3.09, Synergy_Loewe=-2.03, Synergy_HSA=-2.03. (10) Drug 1: CC1=C(C=C(C=C1)NC2=NC=CC(=N2)N(C)C3=CC4=NN(C(=C4C=C3)C)C)S(=O)(=O)N.Cl. Drug 2: C1=NNC2=C1C(=O)NC=N2. Cell line: CCRF-CEM. Synergy scores: CSS=28.6, Synergy_ZIP=-4.88, Synergy_Bliss=-4.30, Synergy_Loewe=-6.72, Synergy_HSA=-4.24.